Dataset: Forward reaction prediction with 1.9M reactions from USPTO patents (1976-2016). Task: Predict the product of the given reaction. (1) Given the reactants [C:1]([NH:9][C:10]1[C:40]([CH3:41])=[CH:39][C:13]([CH2:14][CH:15]([C:23]([NH:25][S:26]([C:29]2[CH:38]=[CH:37][C:36]3[C:31](=[CH:32][CH:33]=[CH:34][CH:35]=3)[CH:30]=2)(=[O:28])=[O:27])=[O:24])[C:16]([N:18]([CH2:21][CH3:22])[CH2:19][CH3:20])=[O:17])=[CH:12][C:11]=1[CH3:42])(=[O:8])[C:2]1[CH:7]=[CH:6][CH:5]=[CH:4][CH:3]=1.[F:43]C1C=CC(C(Cl)=O)=CC=1, predict the reaction product. The product is: [CH2:21]([N:18]([CH2:19][CH3:20])[C:16](=[O:17])[CH:15]([CH2:14][C:13]1[CH:39]=[C:40]([CH3:41])[C:10]([NH:9][C:1](=[O:8])[C:2]2[CH:7]=[CH:6][CH:5]=[CH:4][C:3]=2[F:43])=[C:11]([CH3:42])[CH:12]=1)[C:23]([NH:25][S:26]([C:29]1[CH:38]=[CH:37][C:36]2[C:31](=[CH:32][CH:33]=[CH:34][CH:35]=2)[CH:30]=1)(=[O:27])=[O:28])=[O:24])[CH3:22]. (2) The product is: [CH:32]1([NH:31][CH:29]([C:26]2[CH:25]=[CH:24][C:23]([C:21]#[C:22][C:2]3[CH:7]=[CH:6][C:5]([C:8](=[O:20])[N:9]([CH:11]([C:16]([NH:18][CH3:19])=[O:17])[C:12]([O:14][CH3:15])=[O:13])[CH3:10])=[CH:4][CH:3]=3)=[CH:28][CH:27]=2)[CH3:30])[CH2:34][CH2:33]1. Given the reactants I[C:2]1[CH:7]=[CH:6][C:5]([C:8](=[O:20])[N:9]([CH:11]([C:16]([NH:18][CH3:19])=[O:17])[C:12]([O:14][CH3:15])=[O:13])[CH3:10])=[CH:4][CH:3]=1.[C:21]([C:23]1[CH:28]=[CH:27][C:26]([CH:29]([NH:31][CH:32]2[CH2:34][CH2:33]2)[CH3:30])=[CH:25][CH:24]=1)#[CH:22], predict the reaction product.